From a dataset of Catalyst prediction with 721,799 reactions and 888 catalyst types from USPTO. Predict which catalyst facilitates the given reaction. Reactant: [CH3:1][N:2]1[CH2:11][CH:10]([C:12]2[CH:17]=[CH:16][CH:15]=[CH:14][CH:13]=2)[C:9]2[C:4](=[CH:5][C:6](=[O:18])[NH:7][CH:8]=2)[CH2:3]1.[H-].[Na+].Cl[CH2:22][CH2:23][CH2:24]I. Product: [NH3:2].[CH3:1][N:2]1[CH2:11][CH:10]([C:12]2[CH:17]=[CH:16][CH:15]=[CH:14][CH:13]=2)[C:9]2[C:4](=[CH:5][C:6]([O:18][CH2:22][CH2:23][CH2:24][N:2]3[CH2:11][CH2:10][CH2:9][CH2:4][CH2:3]3)=[N:7][CH:8]=2)[CH2:3]1. The catalyst class is: 198.